Dataset: Forward reaction prediction with 1.9M reactions from USPTO patents (1976-2016). Task: Predict the product of the given reaction. (1) Given the reactants [BH4-].[Na+].[CH3:3][C:4]1([CH3:24])[C:8]([CH3:10])([CH3:9])[O:7][B:6]([C:11]2[CH:16]=[CH:15][C:14]([N:17]3[CH2:22][CH2:21][C:20](=[O:23])[CH2:19][CH2:18]3)=[CH:13][CH:12]=2)[O:5]1, predict the reaction product. The product is: [CH3:9][C:8]1([CH3:10])[C:4]([CH3:3])([CH3:24])[O:5][B:6]([C:11]2[CH:12]=[CH:13][C:14]([N:17]3[CH2:22][CH2:21][CH:20]([OH:23])[CH2:19][CH2:18]3)=[CH:15][CH:16]=2)[O:7]1. (2) Given the reactants [C:1](C1NC=CN=1)(C1NC=CN=1)=S.[NH2:13][C:14]1[CH:19]=[N:18][CH:17]=[CH:16][N:15]=1.[NH:20]([C:22](=[O:43])[C:23]([NH:25][C:26]1[CH:31]=[CH:30][C:29]([C@H:32]2[CH2:37][CH2:36][C@H:35]([CH2:38][C:39]([O:41][CH3:42])=[O:40])[CH2:34][CH2:33]2)=[CH:28][CH:27]=1)=[O:24])[NH2:21].CCN=C=NCCCN(C)C, predict the reaction product. The product is: [N:15]1[CH:16]=[CH:17][N:18]=[CH:19][C:14]=1[NH:13][C:1]1[O:43][C:22]([C:23]([NH:25][C:26]2[CH:27]=[CH:28][C:29]([C@H:32]3[CH2:33][CH2:34][C@H:35]([CH2:38][C:39]([O:41][CH3:42])=[O:40])[CH2:36][CH2:37]3)=[CH:30][CH:31]=2)=[O:24])=[N:20][N:21]=1. (3) Given the reactants [N+:1]([C:4]1[CH:5]=[CH:6][C:7]([N:10]2[CH2:13][CH:12]([OH:14])[CH2:11]2)=[N:8][CH:9]=1)([O-:3])=[O:2].[H-].[Na+].Br[CH2:18][C:19]([O:21][C:22]([CH3:25])([CH3:24])[CH3:23])=[O:20], predict the reaction product. The product is: [C:22]([O:21][C:19](=[O:20])[CH2:18][O:14][CH:12]1[CH2:11][N:10]([C:7]2[CH:6]=[CH:5][C:4]([N+:1]([O-:3])=[O:2])=[CH:9][N:8]=2)[CH2:13]1)([CH3:25])([CH3:24])[CH3:23]. (4) The product is: [OH:1][C@H:2]1[C@H:7]([OH:8])[C@@H:6]([CH2:11][OH:10])[O:5][CH2:4][C@H:3]1[N:18]1[CH:23]=[CH:22][C:21](=[O:24])[NH:20][C:19]1=[O:25]. Given the reactants [OH:1][C@H:2]1[C@@H:7]2[O:8]C(C3C=CC=CC=3)[O:10][CH2:11][C@H:6]2[O:5][CH2:4][C@H:3]1[N:18]1[CH:23]=[CH:22][C:21](=[O:24])[NH:20][C:19]1=[O:25].Cl, predict the reaction product. (5) Given the reactants F[C:2]1[CH:7]=[CH:6][C:5]([Br:8])=[CH:4][C:3]=1[N+:9]([O-:11])=[O:10].[Na].[CH2:13]([O:15][P:16]([CH2:21][OH:22])(=[O:20])[O:17][CH2:18][CH3:19])[CH3:14], predict the reaction product. The product is: [CH2:13]([O:15][P:16]([CH2:21][O:22][C:2]1[CH:7]=[CH:6][C:5]([Br:8])=[CH:4][C:3]=1[N+:9]([O-:11])=[O:10])([O:17][CH2:18][CH3:19])=[O:20])[CH3:14].